Dataset: Full USPTO retrosynthesis dataset with 1.9M reactions from patents (1976-2016). Task: Predict the reactants needed to synthesize the given product. (1) Given the product [N+:1]([C:4]1[CH:9]=[C:8]([Cl:10])[CH:7]=[C:6]([Br:11])[C:5]=1[O:12][CH3:15])([O-:3])=[O:2], predict the reactants needed to synthesize it. The reactants are: [N+:1]([C:4]1[CH:9]=[C:8]([Cl:10])[CH:7]=[C:6]([Br:11])[C:5]=1[OH:12])([O-:3])=[O:2].CI.[C:15](=O)([O-])[O-].[K+].[K+]. (2) Given the product [Cl:33][C:30]1[CH:29]=[CH:28][C:27]([C:23]2([OH:26])[CH2:24][CH2:25][N:20]([CH2:19][CH2:18][CH:17]=[C:8]3[C:7]4=[CH:36][CH:37]=[CH:4][NH:5][C:6]4=[CH:12][O:43][C:10]4[CH:13]=[CH:14][C:15]([CH2:38][CH:39]([OH:45])[CH2:40][OH:41])=[CH:16][C:9]3=4)[CH2:21][C:22]2([CH3:34])[CH3:35])=[CH:32][CH:31]=1, predict the reactants needed to synthesize it. The reactants are: C([C:4]1[CH:37]=[CH:36][C:7]2[C:8](=[CH:17][CH2:18][CH2:19][N:20]3[CH2:25][CH2:24][C:23]([C:27]4[CH:32]=[CH:31][C:30]([Cl:33])=[CH:29][CH:28]=4)([OH:26])[C:22]([CH3:35])([CH3:34])[CH2:21]3)[C:9]3[CH:16]=[CH:15][CH:14]=[CH:13][C:10]=3O[CH2:12][C:6]=2[N:5]=1)C=C.[CH2:38]1C[O:41][CH2:40][CH2:39]1.[OH2:43].S(=O)(O)[O-:45].[Na+]. (3) Given the product [CH3:14][C:13]1([CH:12]=[CH:11][CH:10]=[CH:30][CH2:29]1)[CH2:32][N:31]1[C:45]2[C:40](=[CH:41][CH:42]=[CH:43][CH:44]=2)[C:34]([CH3:35])([CH3:33])[CH2:39]1, predict the reactants needed to synthesize it. The reactants are: [SnH]([CH2:10][CH2:11][CH2:12][CH3:13])([CH2:10][CH2:11][CH2:12][CH3:13])[CH2:10][CH2:11][CH2:12][CH3:13].[CH3:14]C(N=NC(C#N)(C)C)(C#N)C.CCO[CH2:29][CH3:30].[NH:31]1[C:39]2[C:34](=[CH:35]C=CC=2)[CH2:33][CH2:32]1.[CH:40]1[CH:45]=[CH:44][CH:43]=[CH:42][CH:41]=1.